Dataset: Forward reaction prediction with 1.9M reactions from USPTO patents (1976-2016). Task: Predict the product of the given reaction. (1) Given the reactants [F:1][C:2]1[CH:7]=[CH:6][C:5]([I:8])=[CH:4][C:3]=1[N:9]1[CH:14]=[C:13]([O:15][CH3:16])[C:12](=[O:17])[C:11]([C:18]([OH:20])=O)=[N:10]1.C1N=CN(C(N2C=NC=C2)=O)C=1.Cl.[CH3:34][NH:35][O:36][CH3:37].CCN(C(C)C)C(C)C, predict the reaction product. The product is: [F:1][C:2]1[CH:7]=[CH:6][C:5]([I:8])=[CH:4][C:3]=1[N:9]1[CH:14]=[C:13]([O:15][CH3:16])[C:12](=[O:17])[C:11]([C:18]([N:35]([O:36][CH3:37])[CH3:34])=[O:20])=[N:10]1. (2) Given the reactants [OH:1][C:2]1[CH:15]=[CH:14][C:5]([C:6]([C:8]2[CH:13]=[CH:12][CH:11]=[CH:10][CH:9]=2)=[O:7])=[CH:4][CH:3]=1.[C:16]([C:25]1[CH:30]=[CH:29][C:28]([OH:31])=[CH:27][CH:26]=1)([C:19]1[CH:24]=[CH:23][CH:22]=[CH:21][CH:20]=1)([CH3:18])[CH3:17].C(N(CC)CC)C.[OH-].[Na+].C(Cl)(Cl)=O, predict the reaction product. The product is: [C:6]([C:8]1[CH:13]=[CH:12][CH:11]=[CH:10][CH:9]=1)(=[O:7])[C:5]1[CH:14]=[CH:15][CH:2]=[CH:3][CH:4]=1.[CH3:17][C:16]([C:19]1[CH:24]=[CH:23][C:22]([OH:1])=[CH:21][CH:20]=1)([C:25]1[CH:26]=[CH:27][C:28]([OH:31])=[CH:29][CH:30]=1)[CH3:18]. (3) The product is: [F:1][C:2]1[CH:10]=[CH:9][C:5]([C:6]([NH:26][C:24]2[CH:23]=[CH:22][CH:21]=[C:20]([CH3:19])[N:25]=2)=[O:8])=[CH:4][C:3]=1[N:11]([CH3:18])[C:12]1[CH:13]=[N:14][CH:15]=[N:16][CH:17]=1. Given the reactants [F:1][C:2]1[CH:10]=[CH:9][C:5]([C:6]([OH:8])=O)=[CH:4][C:3]=1[N:11]([CH3:18])[C:12]1[CH:13]=[N:14][CH:15]=[N:16][CH:17]=1.[CH3:19][C:20]1[N:25]=[C:24]([NH2:26])[CH:23]=[CH:22][CH:21]=1.F[P-](F)(F)(F)(F)F.N1(OC(N(C)C)=[N+](C)C)C2N=CC=CC=2N=N1.C(N(CC)C(C)C)(C)C, predict the reaction product. (4) Given the reactants Cl.[CH3:2][N:3]([CH3:7])[CH2:4][CH2:5][SH:6].[H-].[Na+].C1COCC1.Cl[C:16]1[CH:21]=[N:20][CH:19]=[C:18]([C:22]#[N:23])[N:17]=1, predict the reaction product. The product is: [C:22]([C:18]1[CH:19]=[N:20][CH:21]=[C:16]([S:6][CH2:5][CH2:4][N:3]([CH3:7])[CH3:2])[N:17]=1)#[N:23]. (5) Given the reactants [C:1]1([CH2:7][CH2:8][C:9]([N:11]2[CH2:16][CH2:15][CH:14]([CH2:17][N:18]3[C:26]4[C:21](=[CH:22][C:23]([C:27]5[CH:28]=[N:29][N:30](C6CCCCO6)[CH:31]=5)=[CH:24][CH:25]=4)[CH:20]=[N:19]3)[CH2:13][CH2:12]2)=[O:10])[CH:6]=[CH:5][CH:4]=[CH:3][CH:2]=1.C1(C)C=CC(S(O)(=O)=O)=CC=1.C(OCC)(=O)C, predict the reaction product. The product is: [NH:29]1[CH:28]=[C:27]([C:23]2[CH:22]=[C:21]3[C:26](=[CH:25][CH:24]=2)[N:18]([CH2:17][CH:14]2[CH2:15][CH2:16][N:11]([C:9](=[O:10])[CH2:8][CH2:7][C:1]4[CH:2]=[CH:3][CH:4]=[CH:5][CH:6]=4)[CH2:12][CH2:13]2)[N:19]=[CH:20]3)[CH:31]=[N:30]1.